This data is from Forward reaction prediction with 1.9M reactions from USPTO patents (1976-2016). The task is: Predict the product of the given reaction. (1) The product is: [CH2:14]([N:11]1[C:6]2=[N:7][C:8]([CH2:9][CH3:10])=[C:3]([CH2:2][NH:1][C:29](=[O:30])[CH2:28][CH2:27][CH2:26][C:25]([O:24][CH3:23])=[O:32])[C:4]([NH:16][CH:17]3[CH2:18][CH2:19][O:20][CH2:21][CH2:22]3)=[C:5]2[CH:13]=[N:12]1)[CH3:15]. Given the reactants [NH2:1][CH2:2][C:3]1[C:8]([CH2:9][CH3:10])=[N:7][C:6]2[N:11]([CH2:14][CH3:15])[N:12]=[CH:13][C:5]=2[C:4]=1[NH:16][CH:17]1[CH2:22][CH2:21][O:20][CH2:19][CH2:18]1.[CH3:23][O:24][C:25](=[O:32])[CH2:26][CH2:27][CH2:28][C:29](O)=[O:30].CN(C(ON1N=NC2C=CC=CC1=2)=[N+](C)C)C.F[P-](F)(F)(F)(F)F, predict the reaction product. (2) Given the reactants [F:1][C:2]([F:11])([F:10])[C:3]1[CH:8]=[CH:7][CH:6]=[CH:5][C:4]=1[SH:9].II, predict the reaction product. The product is: [F:11][C:2]([F:1])([F:10])[C:3]1[CH:8]=[CH:7][CH:6]=[CH:5][C:4]=1[S:9][S:9][C:4]1[CH:5]=[CH:6][CH:7]=[CH:8][C:3]=1[C:2]([F:11])([F:10])[F:1]. (3) Given the reactants [CH:1]1([CH2:6][CH:7]([C:11]2[CH:16]=[CH:15][C:14]([S:17]([N:20]3[CH2:25][CH2:24][N:23]([CH3:26])[CH2:22][CH2:21]3)(=[O:19])=[O:18])=[CH:13][CH:12]=2)[C:8]([OH:10])=O)[CH2:5][CH2:4][CH2:3][CH2:2]1.C1C=C2N=NN(O)C2=CC=1.O.CCN=C=NCCCN(C)C.Cl.[CH3:50][O:51][C:52]1[N:57]=[C:56]2[S:58][C:59]([NH2:61])=[N:60][C:55]2=[CH:54][CH:53]=1, predict the reaction product. The product is: [CH:1]1([CH2:6][CH:7]([C:11]2[CH:16]=[CH:15][C:14]([S:17]([N:20]3[CH2:25][CH2:24][N:23]([CH3:26])[CH2:22][CH2:21]3)(=[O:19])=[O:18])=[CH:13][CH:12]=2)[C:8]([NH:61][C:59]2[S:58][C:56]3[C:55]([N:60]=2)=[CH:54][CH:53]=[C:52]([O:51][CH3:50])[N:57]=3)=[O:10])[CH2:2][CH2:3][CH2:4][CH2:5]1.